From a dataset of Catalyst prediction with 721,799 reactions and 888 catalyst types from USPTO. Predict which catalyst facilitates the given reaction. (1) Reactant: Cl[C:2]1[N:7]=[C:6]([O:8][CH3:9])[N:5]=[C:4]([NH:10][C:11]2[CH:16]=[CH:15][C:14]([N:17]3[CH:21]=[C:20]([CH3:22])[N:19]=[CH:18]3)=[C:13]([O:23][CH3:24])[CH:12]=2)[N:3]=1.Cl.[CH2:26]([O:28][C:29](=[O:37])[CH2:30][CH:31]1[CH2:36][CH2:35][NH:34][CH2:33][CH2:32]1)[CH3:27].C(N(CC)CC)C. Product: [CH2:26]([O:28][C:29](=[O:37])[CH2:30][CH:31]1[CH2:36][CH2:35][N:34]([C:2]2[N:7]=[C:6]([O:8][CH3:9])[N:5]=[C:4]([NH:10][C:11]3[CH:16]=[CH:15][C:14]([N:17]4[CH:21]=[C:20]([CH3:22])[N:19]=[CH:18]4)=[C:13]([O:23][CH3:24])[CH:12]=3)[N:3]=2)[CH2:33][CH2:32]1)[CH3:27]. The catalyst class is: 5. (2) Reactant: CON(C)[C:4]([C:6]1[N:10]=[C:9]([C@@H:11]2[CH2:16][N:15]3[CH2:17][CH2:18][CH2:19][C@@H:14]3[CH2:13][N:12]2C(OC(C)(C)C)=O)[O:8][N:7]=1)=[O:5].[F:28][C:29]1[CH:30]=[C:31]([Mg]Br)[CH:32]=[CH:33][C:34]=1[F:35].C(OCC)(=O)C.Cl.O. Product: [F:28][C:29]1[CH:30]=[C:31]([C:4]([C:6]2[N:10]=[C:9]([C@@H:11]3[CH2:16][N:15]4[CH2:17][CH2:18][CH2:19][C@@H:14]4[CH2:13][NH:12]3)[O:8][N:7]=2)=[O:5])[CH:32]=[CH:33][C:34]=1[F:35]. The catalyst class is: 7.